This data is from Forward reaction prediction with 1.9M reactions from USPTO patents (1976-2016). The task is: Predict the product of the given reaction. (1) Given the reactants [CH2:1]([O:3][C:4]([C:6]1[NH:7][C:8]2[C:13]([C:14]=1Br)=[CH:12][C:11]([NH:16][S:17]([C:20]1[CH:25]=[CH:24][C:23]([C:26]([CH3:29])([CH3:28])[CH3:27])=[CH:22][CH:21]=1)(=[O:19])=[O:18])=[CH:10][CH:9]=2)=[O:5])[CH3:2].[CH3:30][O:31][C:32]1[CH:33]=[C:34](B(O)O)[CH:35]=[CH:36][CH:37]=1, predict the reaction product. The product is: [CH2:1]([O:3][C:4]([C:6]1[NH:7][C:8]2[C:13]([C:14]=1[C:36]1[CH:35]=[CH:34][CH:33]=[C:32]([O:31][CH3:30])[CH:37]=1)=[CH:12][C:11]([NH:16][S:17]([C:20]1[CH:25]=[CH:24][C:23]([C:26]([CH3:29])([CH3:28])[CH3:27])=[CH:22][CH:21]=1)(=[O:19])=[O:18])=[CH:10][CH:9]=2)=[O:5])[CH3:2]. (2) Given the reactants [F:1][C:2]1[CH:3]=[C:4]([NH:19][C:20](=[O:26])[O:21][C:22]([CH3:25])([CH3:24])[CH3:23])[CH:5]=[CH:6][C:7]=1[O:8][C:9]1[CH:14]=[CH:13][N:12]=[C:11]2[CH:15]=[C:16](I)[S:17][C:10]=12.Br[C:28]1[CH:33]=[CH:32][CH:31]=[CH:30][N+:29]=1[O-:34], predict the reaction product. The product is: [C:22]([O:21][C:20]([NH:19][C:4]1[CH:5]=[CH:6][C:7]([O:8][C:9]2[CH:14]=[CH:13][N:12]=[C:11]3[CH:15]=[C:16]([C:28]4[CH:33]=[CH:32][CH:31]=[CH:30][N+:29]=4[O-:34])[S:17][C:10]=23)=[C:2]([F:1])[CH:3]=1)=[O:26])([CH3:25])([CH3:24])[CH3:23]. (3) Given the reactants [C:1]([O:5][C:6]([NH:8][CH2:9][C:10]([N:12]([CH2:14][C:15]1[CH:16]=[C:17]([C:21]2[CH:26]=[CH:25][C:24]([N:27]3[CH2:32][CH2:31][N:30](C(OCC4C=CC=CC=4)=O)[CH2:29][CH2:28]3)=[CH:23][CH:22]=2)[CH:18]=[CH:19][CH:20]=1)[CH3:13])=[O:11])=[O:7])([CH3:4])([CH3:3])[CH3:2], predict the reaction product. The product is: [CH3:13][N:12]([CH2:14][C:15]1[CH:16]=[C:17]([C:21]2[CH:22]=[CH:23][C:24]([N:27]3[CH2:32][CH2:31][NH:30][CH2:29][CH2:28]3)=[CH:25][CH:26]=2)[CH:18]=[CH:19][CH:20]=1)[C:10](=[O:11])[CH2:9][NH:8][C:6](=[O:7])[O:5][C:1]([CH3:4])([CH3:2])[CH3:3]. (4) Given the reactants [C:1]1([S:7]([C:9]2[CH:14]=[CH:13][CH:12]=[CH:11][CH:10]=2)=O)[CH:6]=[CH:5][CH:4]=[CH:3][CH:2]=1.[C:15]1([O:21][C:22]2[CH:27]=[CH:26][CH:25]=[CH:24][CH:23]=2)[CH:20]=[CH:19][CH:18]=[CH:17][CH:16]=1.FC(F)(F)C(OC(=O)C(F)(F)F)=O.[F:41][C:42]([F:48])([F:47])[S:43]([OH:46])(=[O:45])=[O:44], predict the reaction product. The product is: [F:41][C:42]([F:48])([F:47])[S:43]([O-:46])(=[O:45])=[O:44].[C:9]1([S+:7]([C:1]2[CH:2]=[CH:3][CH:4]=[CH:5][CH:6]=2)[C:25]2[CH:24]=[CH:23][C:22]([O:21][C:15]3[CH:16]=[CH:17][CH:18]=[CH:19][CH:20]=3)=[CH:27][CH:26]=2)[CH:10]=[CH:11][CH:12]=[CH:13][CH:14]=1. (5) Given the reactants [NH2:1][C@H:2]([C:7]([OH:9])=[O:8])[CH2:3][CH:4]([CH3:6])[CH3:5].[OH-].[Na+].[CH:12](N)=[O:13], predict the reaction product. The product is: [CH:12]([NH:1][C@H:2]([C:7]([OH:9])=[O:8])[CH2:3][CH:4]([CH3:6])[CH3:5])=[O:13]. (6) Given the reactants C([O:3][C:4]([C:6]1([C:9]2[CH:14]=[CH:13][C:12]([C:15]3[CH:20]=[CH:19][C:18]([C:21]4[S:22][C:23]([Cl:38])=[CH:24][C:25]=4[NH:26][C:27]([O:29][CH:30]([C:32]4[C:36]([CH3:37])=[CH:35][S:34][CH:33]=4)[CH3:31])=[O:28])=[CH:17][C:16]=3[O:39][CH3:40])=[CH:11][CH:10]=2)[CH2:8][CH2:7]1)=[O:5])C.C(O)(C)C.[OH-].[Na+].Cl, predict the reaction product. The product is: [Cl:38][C:23]1[S:22][C:21]([C:18]2[CH:19]=[CH:20][C:15]([C:12]3[CH:13]=[CH:14][C:9]([C:6]4([C:4]([OH:5])=[O:3])[CH2:7][CH2:8]4)=[CH:10][CH:11]=3)=[C:16]([O:39][CH3:40])[CH:17]=2)=[C:25]([NH:26][C:27]([O:29][CH:30]([C:32]2[C:36]([CH3:37])=[CH:35][S:34][CH:33]=2)[CH3:31])=[O:28])[CH:24]=1.